From a dataset of Catalyst prediction with 721,799 reactions and 888 catalyst types from USPTO. Predict which catalyst facilitates the given reaction. (1) Reactant: Cl[CH2:2][C:3]([CH3:5])=[O:4].[F:6][C:7]1[CH:8]=[C:9]([OH:17])[CH:10]=[C:11]([S:13]([CH3:16])(=[O:15])=[O:14])[CH:12]=1.C(=O)([O-])[O-].[K+].[K+].O. Product: [F:6][C:7]1[CH:8]=[C:9]([CH:10]=[C:11]([S:13]([CH3:16])(=[O:14])=[O:15])[CH:12]=1)[O:17][CH2:2][C:3](=[O:4])[CH3:5]. The catalyst class is: 9. (2) Reactant: [N:1]1[CH:6]=[CH:5][CH:4]=[C:3]([CH2:7][CH2:8][C:9]([OH:11])=O)[CH:2]=1.C(Cl)(=O)C([Cl:15])=O. Product: [N:1]1[CH:6]=[CH:5][CH:4]=[C:3]([CH2:7][CH2:8][C:9]([Cl:15])=[O:11])[CH:2]=1. The catalyst class is: 59. (3) Reactant: C([O-])([O-])=[O:2].[K+].[K+].[CH2:7]([NH:14][CH:15]1[CH2:20][CH2:19][CH:18]([O:21][C:22]2[CH:29]=[CH:28][C:25]([C:26]#[N:27])=[CH:24][N:23]=2)[CH2:17][CH2:16]1)[C:8]1[CH:13]=[CH:12][CH:11]=[CH:10][CH:9]=1.OO. Product: [CH2:7]([NH:14][C@H:15]1[CH2:16][CH2:17][C@H:18]([O:21][C:22]2[CH:29]=[CH:28][C:25]([C:26]([NH2:27])=[O:2])=[CH:24][N:23]=2)[CH2:19][CH2:20]1)[C:8]1[CH:13]=[CH:12][CH:11]=[CH:10][CH:9]=1. The catalyst class is: 16. (4) Reactant: [C@@H:1]12[CH2:7][C@@H:4]([CH2:5][CH2:6]1)[CH2:3][C@H:2]2[C:8]([NH:10][C:11]1[S:12][C:13]([CH2:19][CH2:20][CH2:21][Cl:22])=[C:14]([Br:18])[C:15]=1[C:16]#[N:17])=[O:9].[CH3:23][NH:24][C:25]1[CH:30]=[CH:29][C:28]([CH3:31])=[CH:27][CH:26]=1.Cl. Product: [ClH:22].[C@@H:1]12[CH2:7][C@@H:4]([CH2:5][CH2:6]1)[CH2:3][C@H:2]2[C:8]([NH:10][C:11]1[S:12][C:13]([CH2:19][CH2:20][CH2:21][N:24]([CH3:23])[C:25]2[CH:30]=[CH:29][C:28]([CH3:31])=[CH:27][CH:26]=2)=[C:14]([Br:18])[C:15]=1[C:16]#[N:17])=[O:9]. The catalyst class is: 6. (5) Reactant: FC(F)(F)C(O)=O.[F:8][C:9]1([F:23])[CH:14]([C:15]2[CH:20]=[CH:19][C:18]([O:21][CH3:22])=[CH:17][CH:16]=2)[CH2:13][CH2:12][NH:11][CH2:10]1.Br[CH:25]1[CH2:29][CH2:28][N:27]([C:30]2[CH:35]=[CH:34][C:33]([CH3:36])=[C:32]([F:37])[CH:31]=2)[C:26]1=[O:38].CCN(C(C)C)C(C)C. Product: [F:23][C:9]1([F:8])[CH:14]([C:15]2[CH:20]=[CH:19][C:18]([O:21][CH3:22])=[CH:17][CH:16]=2)[CH2:13][CH2:12][N:11]([CH:25]2[CH2:29][CH2:28][N:27]([C:30]3[CH:35]=[CH:34][C:33]([CH3:36])=[C:32]([F:37])[CH:31]=3)[C:26]2=[O:38])[CH2:10]1. The catalyst class is: 3. (6) Reactant: [CH3:1][O:2][C:3]1[CH:8]=[C:7]([CH3:9])[CH:6]=[CH:5][C:4]=1[CH2:10][C:11]([O:13][CH2:14]C)=[O:12].[CH3:16][Si]([N-][Si](C)(C)C)(C)C.[Na+].CI. Product: [CH3:1][O:2][C:3]1[CH:8]=[C:7]([CH3:9])[CH:6]=[CH:5][C:4]=1[CH:10]([CH3:16])[C:11]([O:13][CH3:14])=[O:12]. The catalyst class is: 7. (7) Product: [Cl:18][C:19]1[C:24]([Cl:25])=[CH:23][CH:22]=[CH:21][C:20]=1[O:26][C:2]1[CH:7]=[C:6]([O:8][CH2:9][C:10]#[CH:11])[N:5]=[CH:4][N:3]=1. The catalyst class is: 9. Reactant: Cl[C:2]1[CH:7]=[C:6]([O:8][CH2:9][C:10]#[CH:11])[N:5]=[CH:4][N:3]=1.C(=O)([O-])[O-].[K+].[K+].[Cl:18][C:19]1[C:24]([Cl:25])=[CH:23][CH:22]=[CH:21][C:20]=1[OH:26].[Cl-].[NH4+].